From a dataset of Forward reaction prediction with 1.9M reactions from USPTO patents (1976-2016). Predict the product of the given reaction. (1) The product is: [CH3:20][O:19][C:15]1[CH:14]=[C:13]2[C:18]([C:10]([C:8](=[O:9])[CH:28]([NH:35][C:36]3[CH:41]=[CH:40][N:39]=[C:38]([O:42][CH3:43])[CH:37]=3)[C:29]3[CH:30]=[CH:31][CH:32]=[CH:33][CH:34]=3)=[CH:11][NH:12]2)=[CH:17][CH:16]=1. Given the reactants C(N(CC)CC)C.[CH:8]([C:10]1[C:18]2[C:13](=[CH:14][C:15]([O:19][CH3:20])=[CH:16][CH:17]=2)[N:12](C(OC(C)(C)C)=O)[CH:11]=1)=[O:9].[CH:28](=[N:35][C:36]1[CH:41]=[CH:40][N:39]=[C:38]([O:42][CH3:43])[CH:37]=1)[C:29]1[CH:34]=[CH:33][CH:32]=[CH:31][CH:30]=1, predict the reaction product. (2) Given the reactants [Cl:1][C:2]1[N:7]=[C:6](Cl)[CH:5]=[CH:4][N:3]=1.[C:9]([C:11]1[CH:12]=[CH:13][C:14]([CH3:24])=[C:15]([NH:17][C:18](=[O:23])[C:19]([F:22])([F:21])[F:20])[CH:16]=1)#[CH:10], predict the reaction product. The product is: [Cl:1][C:2]1[N:7]=[C:6]([C:10]#[C:9][C:11]2[CH:12]=[CH:13][C:14]([CH3:24])=[C:15]([NH:17][C:18](=[O:23])[C:19]([F:20])([F:21])[F:22])[CH:16]=2)[CH:5]=[CH:4][N:3]=1.